The task is: Predict which catalyst facilitates the given reaction.. This data is from Catalyst prediction with 721,799 reactions and 888 catalyst types from USPTO. (1) Product: [OH:21][CH:20]([C:2]1[CH:7]=[CH:6][N:5]=[C:4]([S:8][CH3:9])[N:3]=1)[C:19]1[CH:18]=[C:17]([CH:24]=[CH:23][CH:22]=1)[C:15]#[N:16]. The catalyst class is: 1. Reactant: I[C:2]1[CH:7]=[CH:6][N:5]=[C:4]([S:8][CH3:9])[N:3]=1.C([Mg]Cl)(C)C.[C:15]([C:17]1[CH:18]=[C:19]([CH:22]=[CH:23][CH:24]=1)[CH:20]=[O:21])#[N:16]. (2) Reactant: Cl[C:2]1[C:3](=[O:17])[N:4]([CH2:15][CH3:16])[S:5](=[O:14])(=[O:13])[C:6]=1[C:7]1[CH:12]=[CH:11][CH:10]=[CH:9][CH:8]=1.[O:18]1[CH2:23][CH2:22][N:21]([C:24]2[CH:30]=[CH:29][C:27]([NH2:28])=[CH:26][CH:25]=2)[CH2:20][CH2:19]1. Product: [CH2:15]([N:4]1[C:3](=[O:17])[C:2]([NH:28][C:27]2[CH:26]=[CH:25][C:24]([N:21]3[CH2:22][CH2:23][O:18][CH2:19][CH2:20]3)=[CH:30][CH:29]=2)=[C:6]([C:7]2[CH:12]=[CH:11][CH:10]=[CH:9][CH:8]=2)[S:5]1(=[O:14])=[O:13])[CH3:16]. The catalyst class is: 3. (3) Reactant: C[Si]([CH:5]=[N+:6]=[N-:7])(C)C.C([Li])CCC.[S:13]1[C:17]2[CH:18]=[CH:19][CH:20]=[CH:21][C:16]=2[N:15]=[C:14]1[O:22][C:23]1[CH:28]=[CH:27][C:26]([CH2:29][CH2:30][N:31]2[CH2:36][CH2:35][CH:34]([C:37]#[N:38])[CH2:33][CH2:32]2)=[CH:25][CH:24]=1.[NH4+].[Cl-]. Product: [NH:6]1[CH:5]=[C:37]([CH:34]2[CH2:33][CH2:32][N:31]([CH2:30][CH2:29][C:26]3[CH:25]=[CH:24][C:23]([O:22][C:14]4[S:13][C:17]5[CH:18]=[CH:19][CH:20]=[CH:21][C:16]=5[N:15]=4)=[CH:28][CH:27]=3)[CH2:36][CH2:35]2)[N:38]=[N:7]1. The catalyst class is: 385. (4) Product: [CH3:1][O:2][C:3]1[CH:18]=[CH:17][CH:16]=[CH:15][C:4]=1[NH:5][C:6]1[C:7]([NH2:12])=[CH:8][CH:9]=[CH:10][CH:11]=1. Reactant: [CH3:1][O:2][C:3]1[CH:18]=[CH:17][CH:16]=[CH:15][C:4]=1[NH:5][C:6]1[CH:11]=[CH:10][CH:9]=[CH:8][C:7]=1[N+:12]([O-])=O. The catalyst class is: 14. (5) Reactant: Br[C:2]1[CH:7]=[CH:6][C:5]([F:8])=[C:4](/[CH:9]=[CH:10]/[O:11][CH3:12])[CH:3]=1.C([Li])(C)(C)C.[C:18]1([S:24](F)(=[O:26])=[O:25])[CH:23]=[CH:22][CH:21]=[CH:20][CH:19]=1. Product: [C:18]1([S:24]([C:2]2[CH:7]=[CH:6][C:5]([F:8])=[C:4]([CH:9]=[CH:10][O:11][CH3:12])[CH:3]=2)(=[O:26])=[O:25])[CH:23]=[CH:22][CH:21]=[CH:20][CH:19]=1. The catalyst class is: 1.